From a dataset of Reaction yield outcomes from USPTO patents with 853,638 reactions. Predict the reaction yield, written as a fraction of the theoretical maximum amount of product (1.0 means a 100% yield; for example, 0.34 means a 34% yield). (1) The reactants are Cl[C:2]1[C:7]2[C:8](=[O:22])[N:9]([CH2:11][C:12]3[CH:17]=[CH:16][C:15]([O:18][CH3:19])=[CH:14][C:13]=3[O:20][CH3:21])[CH2:10][C:6]=2[C:5]([F:23])=[C:4]([NH:24][C@@H:25]2[CH2:30][CH2:29][O:28][CH2:27][C@@H:26]2[NH:31][C:32](=[O:38])[O:33][C:34]([CH3:37])([CH3:36])[CH3:35])[N:3]=1.CC1(C)C(C)(C)OB([C:47]2[S:48][C:49]([CH3:52])=[CH:50][CH:51]=2)O1. The catalyst is O1CCOCC1.C([O-])([O-])=O.[Na+].[Na+].Cl[Pd](Cl)([P](C1C=CC=CC=1)(C1C=CC=CC=1)C1C=CC=CC=1)[P](C1C=CC=CC=1)(C1C=CC=CC=1)C1C=CC=CC=1. The product is [CH3:21][O:20][C:13]1[CH:14]=[C:15]([O:18][CH3:19])[CH:16]=[CH:17][C:12]=1[CH2:11][N:9]1[CH2:10][C:6]2[C:5]([F:23])=[C:4]([NH:24][C@@H:25]3[CH2:30][CH2:29][O:28][CH2:27][C@@H:26]3[NH:31][C:32](=[O:38])[O:33][C:34]([CH3:37])([CH3:36])[CH3:35])[N:3]=[C:2]([C:47]3[S:48][C:49]([CH3:52])=[CH:50][CH:51]=3)[C:7]=2[C:8]1=[O:22]. The yield is 0.550. (2) The reactants are [Cl:1][C:2]1[C:7](=[O:8])[N:6]([CH3:9])[CH:5]=[C:4]([NH:10][CH:11]([C:35]2[CH:40]=[CH:39][C:38]([Cl:41])=[CH:37][C:36]=2[F:42])[C:12]2[C:13]([C:30]([O:32]CC)=[O:31])=[N:14][N:15]([C:20]3[C:21]([O:28][CH3:29])=[N:22][C:23]([O:26][CH3:27])=[N:24][CH:25]=3)[C:16]=2[CH:17]([CH3:19])[CH3:18])[CH:3]=1.[OH-].[Na+]. The catalyst is C1COCC1.CO. The product is [Cl:1][C:2]1[C:7](=[O:8])[N:6]([CH3:9])[CH:5]=[C:4]([NH:10][CH:11]([C:35]2[CH:40]=[CH:39][C:38]([Cl:41])=[CH:37][C:36]=2[F:42])[C:12]2[C:13]([C:30]([OH:32])=[O:31])=[N:14][N:15]([C:20]3[C:21]([O:28][CH3:29])=[N:22][C:23]([O:26][CH3:27])=[N:24][CH:25]=3)[C:16]=2[CH:17]([CH3:18])[CH3:19])[CH:3]=1. The yield is 1.00.